This data is from NCI-60 drug combinations with 297,098 pairs across 59 cell lines. The task is: Regression. Given two drug SMILES strings and cell line genomic features, predict the synergy score measuring deviation from expected non-interaction effect. (1) Drug 1: C1=CC(=CC=C1CCCC(=O)O)N(CCCl)CCCl. Drug 2: CN1C2=C(C=C(C=C2)N(CCCl)CCCl)N=C1CCCC(=O)O.Cl. Cell line: BT-549. Synergy scores: CSS=20.6, Synergy_ZIP=-4.59, Synergy_Bliss=-0.965, Synergy_Loewe=-8.68, Synergy_HSA=0.0937. (2) Drug 1: C1=CN(C=N1)CC(O)(P(=O)(O)O)P(=O)(O)O. Drug 2: COCCOC1=C(C=C2C(=C1)C(=NC=N2)NC3=CC=CC(=C3)C#C)OCCOC.Cl. Cell line: A498. Synergy scores: CSS=10.4, Synergy_ZIP=-0.358, Synergy_Bliss=0.660, Synergy_Loewe=-6.25, Synergy_HSA=-1.46. (3) Drug 1: C1=CC(=CC=C1CCCC(=O)O)N(CCCl)CCCl. Drug 2: C(CN)CNCCSP(=O)(O)O. Cell line: HCT116. Synergy scores: CSS=57.6, Synergy_ZIP=3.66, Synergy_Bliss=4.11, Synergy_Loewe=6.51, Synergy_HSA=7.59.